From a dataset of Forward reaction prediction with 1.9M reactions from USPTO patents (1976-2016). Predict the product of the given reaction. (1) Given the reactants [F:1][C:2]1[C:11]2[CH:10]=[N:9][C:8]([CH3:12])=[CH:7][C:6]=2[C:5]([NH2:13])=[CH:4][CH:3]=1.[F:14][C:15]([F:27])([F:26])[C:16]1[CH:25]=[CH:24][C:19]([CH2:20][N:21]=[C:22]=[O:23])=[CH:18][CH:17]=1, predict the reaction product. The product is: [F:1][C:2]1[CH:3]=[CH:4][C:5]([NH:13][C:22]([NH:21][CH2:20][C:19]2[CH:18]=[CH:17][C:16]([C:15]([F:14])([F:27])[F:26])=[CH:25][CH:24]=2)=[O:23])=[C:6]2[C:11]=1[CH:10]=[N:9][C:8]([CH3:12])=[CH:7]2. (2) Given the reactants [CH3:1][CH:2]([C:8]([CH3:10])=[O:9])[C:3]([O:5][CH2:6][CH3:7])=[O:4].[H-].[Na+].[CH2:13]1[CH2:20][O:19][S:16](=[O:18])(=[O:17])[CH2:15][CH2:14]1, predict the reaction product. The product is: [CH2:6]([O:5][C:3]([C:2]([CH3:1])([C:8](=[O:9])[CH3:10])[CH2:20][CH2:13][CH2:14][CH2:15][S:16]([OH:19])(=[O:18])=[O:17])=[O:4])[CH3:7]. (3) Given the reactants Br[C:2]1[N:3]=[CH:4][C:5]([NH2:8])=[N:6][CH:7]=1.[CH3:9][C:10]1([CH3:21])[C:14](C)(C)OB(CC(C)=C)O1.[F-].[Cs+], predict the reaction product. The product is: [CH3:14][C:10](=[CH2:9])[CH2:21][C:2]1[N:3]=[CH:4][C:5]([NH2:8])=[N:6][CH:7]=1. (4) Given the reactants Br[C:2]1[CH:3]=[C:4]([C:10]([N:12]2[CH2:17][CH2:16][N:15]([C:18]3[CH:23]=[CH:22][CH:21]=[CH:20][N:19]=3)[CH2:14][CH2:13]2)=[O:11])[CH:5]=[CH:6][C:7]=1[O:8][CH3:9].CN(C)CC(O)=O.C([O-])([O-])=O.[K+].[K+].[CH2:37]=[CH:38][C:39]1[CH:44]=[CH:43][CH:42]=[CH:41][CH:40]=1, predict the reaction product. The product is: [CH3:9][O:8][C:7]1[CH:6]=[CH:5][C:4]([C:10]([N:12]2[CH2:17][CH2:16][N:15]([C:18]3[CH:23]=[CH:22][CH:21]=[CH:20][N:19]=3)[CH2:14][CH2:13]2)=[O:11])=[CH:3][C:2]=1/[CH:37]=[CH:38]/[C:39]1[CH:44]=[CH:43][CH:42]=[CH:41][CH:40]=1.